Dataset: Catalyst prediction with 721,799 reactions and 888 catalyst types from USPTO. Task: Predict which catalyst facilitates the given reaction. Reactant: [CH3:1][S:2][C:3]1[CH:8]=[C:7]([C:9]2[S:10][CH:11]=[CH:12][CH:13]=2)O[C:5](=O)[C:4]=1[C:15]([O:17][CH3:18])=[O:16].[C:19]1([N:25]2[CH:33]=[C:32]3[C:27]([CH2:28][CH2:29][CH2:30]C3=O)=[N:26]2)[CH:24]=[CH:23][CH:22]=[CH:21][CH:20]=1.[OH-].[K+].Cl. Product: [CH3:1][S:2][C:3]1[CH:8]=[C:7]([C:9]2[S:10][CH:11]=[CH:12][CH:13]=2)[C:30]2[CH2:29][CH2:28][C:27]3[C:32](=[CH:33][N:25]([C:19]4[CH:24]=[CH:23][CH:22]=[CH:21][CH:20]=4)[N:26]=3)[C:5]=2[C:4]=1[C:15]([O:17][CH3:18])=[O:16]. The catalyst class is: 3.